From a dataset of Full USPTO retrosynthesis dataset with 1.9M reactions from patents (1976-2016). Predict the reactants needed to synthesize the given product. Given the product [CH:8]1([CH2:14][CH:15]2[CH2:26][C:25]3[C:17](=[CH:18][C:19]4[CH2:20][CH2:21][CH2:22][C:23]=4[C:24]=3[Br:28])[C:16]2=[O:27])[CH2:13][CH2:12][CH2:11][CH2:10][CH2:9]1, predict the reactants needed to synthesize it. The reactants are: [Al+3].[Cl-].[Cl-].[Cl-].ClCCl.[CH:8]1([CH2:14][CH:15]2[CH2:26][C:25]3[C:17](=[CH:18][C:19]4[CH2:20][CH2:21][CH2:22][C:23]=4[CH:24]=3)[C:16]2=[O:27])[CH2:13][CH2:12][CH2:11][CH2:10][CH2:9]1.[Br:28]Br.